Dataset: Full USPTO retrosynthesis dataset with 1.9M reactions from patents (1976-2016). Task: Predict the reactants needed to synthesize the given product. (1) Given the product [CH3:1][O:2][C:3]1[CH:8]=[C:7]([O:9][CH3:10])[CH:6]=[CH:5][C:4]=1[C:15]1[S:19][C:18]([CH:20]=[O:21])=[CH:17][CH:16]=1, predict the reactants needed to synthesize it. The reactants are: [CH3:1][O:2][C:3]1[CH:8]=[C:7]([O:9][CH3:10])[CH:6]=[CH:5][C:4]=1B(O)O.Br[C:15]1[S:19][C:18]([CH:20]=[O:21])=[CH:17][CH:16]=1.C(=O)([O-])[O-].[K+].[K+].O. (2) Given the product [CH3:32][O:31][C:13](=[O:24])[C:14]1[CH:15]=[CH:16][C:17]([C:6]2[C:5]([CH3:9])=[CH:4][N:3]=[C:2]([F:1])[CH:7]=2)=[CH:18][CH:19]=1, predict the reactants needed to synthesize it. The reactants are: [F:1][C:2]1[CH:7]=[C:6](I)[C:5]([CH3:9])=[CH:4][N:3]=1.C([CH2:13][C:14]1[CH:19]=[CH:18][C:17](B(O)O)=[CH:16][CH:15]=1)(O)=O.P([O-])([O-])([O-])=[O:24].[K+].[K+].[K+].[O:31]1CCOC[CH2:32]1.